This data is from Full USPTO retrosynthesis dataset with 1.9M reactions from patents (1976-2016). The task is: Predict the reactants needed to synthesize the given product. (1) Given the product [OH:1][CH2:2][CH:3]1[CH2:4][CH2:5][CH:6]([C:9]([NH:15][CH:13]([CH3:14])[CH3:12])=[O:11])[CH2:7][CH2:8]1, predict the reactants needed to synthesize it. The reactants are: [OH:1][CH2:2][CH:3]1[CH2:8][CH2:7][CH:6]([C:9]([OH:11])=O)[CH2:5][CH2:4]1.[CH3:12][CH:13]([NH2:15])[CH3:14]. (2) Given the product [ClH:19].[Cl:19][C:20]1[CH:21]=[C:22]([CH:25]=[CH:26][CH:27]=1)[CH2:23][S:18][C:9]1[NH:8][C@H:7]([C:1]2[CH:2]=[CH:3][CH:4]=[CH:5][CH:6]=2)[C@H:11]([C:12]2[CH:13]=[CH:14][CH:15]=[CH:16][CH:17]=2)[N:10]=1, predict the reactants needed to synthesize it. The reactants are: [C:1]1([C@H:7]2[C@@H:11]([C:12]3[CH:17]=[CH:16][CH:15]=[CH:14][CH:13]=3)[NH:10][C:9](=[S:18])[NH:8]2)[CH:6]=[CH:5][CH:4]=[CH:3][CH:2]=1.[Cl:19][C:20]1[CH:21]=[C:22]([CH:25]=[CH:26][CH:27]=1)[CH2:23]Cl.